From a dataset of Full USPTO retrosynthesis dataset with 1.9M reactions from patents (1976-2016). Predict the reactants needed to synthesize the given product. (1) Given the product [F:6][C:7]1[CH:8]=[CH:9][C:10]([CH2:11][N:12]2[CH2:39][CH2:38][N:15]3[C:16]4[N:37]=[CH:36][CH:35]=[CH:34][C:17]=4[N:18]([CH2:21][C@@H:23]4[CH2:26][CH2:25][N:24]4[C:27]([O:29][C:30]([CH3:33])([CH3:32])[CH3:31])=[O:28])[CH2:19][CH2:20][CH:14]3[CH2:13]2)=[CH:40][CH:41]=1, predict the reactants needed to synthesize it. The reactants are: CN(C)CC.[F:6][C:7]1[CH:41]=[CH:40][C:10]([CH2:11][N:12]2[CH2:39][CH2:38][N:15]3[C:16]4[N:37]=[CH:36][CH:35]=[CH:34][C:17]=4[N:18]([C:21]([C@@H:23]4[CH2:26][CH2:25][N:24]4[C:27]([O:29][C:30]([CH3:33])([CH3:32])[CH3:31])=[O:28])=O)[CH2:19][CH2:20][CH:14]3[CH2:13]2)=[CH:9][CH:8]=1. (2) Given the product [F:1][C:2]1[C:3]([NH:9][C:10](=[O:12])[CH3:11])=[N:4][C:5](=[O:8])[N:6]([C:18](=[O:19])[C:17]2[CH:21]=[CH:22][C:14]([CH3:13])=[CH:15][CH:16]=2)[CH:7]=1, predict the reactants needed to synthesize it. The reactants are: [F:1][C:2]1[C:3]([NH:9][C:10](=[O:12])[CH3:11])=[N:4][C:5](=[O:8])[NH:6][CH:7]=1.[CH3:13][C:14]1[CH:22]=[CH:21][C:17]([C:18](Cl)=[O:19])=[CH:16][CH:15]=1.CCN(CC)CC. (3) Given the product [Cl:24][C:21]1[CH:22]=[CH:23][C:18]([N:7]2[C:8](=[O:17])[C:9]3[N:10]=[CH:11][N:12]([CH2:15][CH3:16])[C:13]=3[N:14]=[C:6]2[CH2:5][C:4]2[CH:3]=[C:2]([CH:27]=[CH:26][CH:25]=2)[C:28]#[N:29])=[CH:19][CH:20]=1, predict the reactants needed to synthesize it. The reactants are: Br[C:2]1[CH:3]=[C:4]([CH:25]=[CH:26][CH:27]=1)[CH2:5][C:6]1[N:7]([C:18]2[CH:23]=[CH:22][C:21]([Cl:24])=[CH:20][CH:19]=2)[C:8](=[O:17])[C:9]2[N:10]=[CH:11][N:12]([CH2:15][CH3:16])[C:13]=2[N:14]=1.[CH3:28][N:29](C=O)C.O. (4) Given the product [C:11]([NH:1][CH2:2][CH2:3][CH2:4][NH2:5])([O:10][C:6]([CH3:9])([CH3:8])[CH3:7])=[O:12], predict the reactants needed to synthesize it. The reactants are: [NH2:1][CH2:2][CH2:3][CH2:4][NH2:5].[C:6]([O:10][C:11](O[C:11]([O:10][C:6]([CH3:9])([CH3:8])[CH3:7])=[O:12])=[O:12])([CH3:9])([CH3:8])[CH3:7].